The task is: Predict the product of the given reaction.. This data is from Forward reaction prediction with 1.9M reactions from USPTO patents (1976-2016). (1) Given the reactants C(=O)([O-])[O-].[Na+].[Na+].Br[C:8]1[S:9][C:10]([Br:14])=[CH:11][C:12]=1[Br:13].O, predict the reaction product. The product is: [Br:13][C:12]1[CH:11]=[C:10]([Br:14])[S:9][C:8]=1[C:8]1[S:9][CH:10]=[CH:11][CH:12]=1. (2) Given the reactants [Br:1][C:2]1[C:3]([F:18])=[CH:4][C:5]([F:17])=[C:6](/[C:8](=[N:10]/[S:11]([C:13]([CH3:16])([CH3:15])[CH3:14])=[O:12])/[CH3:9])[CH:7]=1.Br[C:20]([F:27])([F:26])[C:21]([O:23][CH2:24][CH3:25])=[O:22], predict the reaction product. The product is: [CH2:24]([O:23][C:21](=[O:22])[C:20]([F:27])([F:26])[C@@:8]([C:6]1[CH:7]=[C:2]([Br:1])[C:3]([F:18])=[CH:4][C:5]=1[F:17])([NH:10][S@@:11]([C:13]([CH3:16])([CH3:15])[CH3:14])=[O:12])[CH3:9])[CH3:25].